Dataset: Forward reaction prediction with 1.9M reactions from USPTO patents (1976-2016). Task: Predict the product of the given reaction. (1) Given the reactants [CH2:1]([P:4](=[O:10])([CH2:7][CH2:8][CH3:9])[CH2:5][OH:6])[CH2:2][CH3:3].[C:11]1([CH3:21])[CH:16]=[CH:15][C:14]([S:17](Cl)(=[O:19])=[O:18])=[CH:13][CH:12]=1.C(N(CC)CC)C, predict the reaction product. The product is: [CH3:21][C:11]1[CH:16]=[CH:15][C:14]([S:17]([O:6][CH2:5][P:4]([CH2:7][CH2:8][CH3:9])([CH2:1][CH2:2][CH3:3])=[O:10])(=[O:19])=[O:18])=[CH:13][CH:12]=1. (2) Given the reactants [CH3:1][O:2][C:3]1[CH:4]=[C:5]([CH:8]=[CH:9][CH:10]=1)[CH:6]=O.[C:11]([CH2:13][C:14]([O:16]CC)=O)#[N:12].Cl.[NH2:20][C:21]([NH2:23])=[NH:22].C(=O)([O-])[O-].[K+].[K+], predict the reaction product. The product is: [NH2:23][C:21]1[N:22]=[C:14]([OH:16])[C:13]([C:11]#[N:12])=[C:6]([C:5]2[CH:8]=[CH:9][CH:10]=[C:3]([O:2][CH3:1])[CH:4]=2)[N:20]=1. (3) Given the reactants [NH3:1].[CH3:2][CH:3]([C:5]1[CH:10]=[CH:9][C:8]([S:11](Cl)(=[O:13])=[O:12])=[CH:7][CH:6]=1)[CH3:4], predict the reaction product. The product is: [CH3:2][CH:3]([C:5]1[CH:10]=[CH:9][C:8]([S:11]([NH2:1])(=[O:13])=[O:12])=[CH:7][CH:6]=1)[CH3:4].